From a dataset of Catalyst prediction with 721,799 reactions and 888 catalyst types from USPTO. Predict which catalyst facilitates the given reaction. (1) Reactant: [Cl:1][C:2]1[CH:10]=[CH:9][CH:8]=[C:7]2[C:3]=1[C:4]([C:15]([OH:17])=O)=[CH:5][N:6]2[CH2:11][CH2:12][O:13][CH3:14].Cl.[O:19]1[C:28]2[C:23](=[CH:24][CH:25]=[CH:26][CH:27]=2)[CH2:22][CH:21]([NH2:29])[CH2:20]1.CCN(CC)CC.N1(O)C2C=CC=CC=2N=N1.C(Cl)CCl. Product: [O:19]1[C:28]2[C:23](=[CH:24][CH:25]=[CH:26][CH:27]=2)[CH2:22][CH:21]([NH:29][C:15]([C:4]2[C:3]3[C:7](=[CH:8][CH:9]=[CH:10][C:2]=3[Cl:1])[N:6]([CH2:11][CH2:12][O:13][CH3:14])[CH:5]=2)=[O:17])[CH2:20]1. The catalyst class is: 1. (2) Reactant: Cl[C:2]1[CH:3]=[CH:4][CH:5]=[C:6]2[C:10]=1[N:9]([CH2:11][CH2:12][CH3:13])[N:8]=[C:7]2[C:14]1[CH:19]=[CH:18][C:17]([O:20][CH3:21])=[CH:16][CH:15]=1.C(COC)OC.[NH:28]1[CH2:33][CH2:32][O:31][CH2:30][CH2:29]1.CC(C)([O-])C.[Na+]. Product: [CH3:21][O:20][C:17]1[CH:18]=[CH:19][C:14]([C:7]2[C:6]3[C:10](=[C:2]([N:28]4[CH2:33][CH2:32][O:31][CH2:30][CH2:29]4)[CH:3]=[CH:4][CH:5]=3)[N:9]([CH2:11][CH2:12][CH3:13])[N:8]=2)=[CH:15][CH:16]=1. The catalyst class is: 6. (3) Reactant: [C:1]([O:5][C:6]([N:8]1[CH2:13][CH2:12][N:11]([C:14]2[CH:19]=[C:18]([CH2:20]O)[C:17]([Br:22])=[CH:16][C:15]=2[N+:23]([O-:25])=[O:24])[CH2:10][CH2:9]1)=[O:7])([CH3:4])([CH3:3])[CH3:2].C(Br)(Br)(Br)[Br:27].C1(P(C2C=CC=CC=2)C2C=CC=CC=2)C=CC=CC=1. Product: [C:1]([O:5][C:6]([N:8]1[CH2:13][CH2:12][N:11]([C:14]2[CH:19]=[C:18]([CH2:20][Br:27])[C:17]([Br:22])=[CH:16][C:15]=2[N+:23]([O-:25])=[O:24])[CH2:10][CH2:9]1)=[O:7])([CH3:4])([CH3:3])[CH3:2]. The catalyst class is: 2. (4) Reactant: FC(F)(F)C(O)=O.[Cl:8][C:9]1[N:17]=[C:16]2[C:12]([N:13]=[CH:14][N:15]2[CH:18]2[CH2:23][CH2:22][NH:21][CH2:20][CH2:19]2)=[C:11]([N:24]2[CH2:29][CH2:28][O:27][CH2:26][CH2:25]2)[N:10]=1.[N:30]1[CH:35]=[CH:34][CH:33]=[C:32]([CH:36]=O)[CH:31]=1.C(O[BH-](OC(=O)C)OC(=O)C)(=O)C.[Na+]. Product: [Cl:8][C:9]1[N:17]=[C:16]2[C:12]([N:13]=[CH:14][N:15]2[CH:18]2[CH2:23][CH2:22][N:21]([CH2:36][C:32]3[CH:31]=[N:30][CH:35]=[CH:34][CH:33]=3)[CH2:20][CH2:19]2)=[C:11]([N:24]2[CH2:29][CH2:28][O:27][CH2:26][CH2:25]2)[N:10]=1. The catalyst class is: 217. (5) Reactant: C(Cl)(=O)C(Cl)=O.CS(C)=O.[OH:11][CH2:12][C:13]([C:32]1[CH:37]=[CH:36][CH:35]=[CH:34][CH:33]=1)([C:26]1[CH:31]=[CH:30][CH:29]=[CH:28][CH:27]=1)[CH2:14][NH:15][C:16](=[O:25])[O:17][CH2:18][C:19]1[CH:24]=[CH:23][CH:22]=[CH:21][CH:20]=1.C(N(CC)CC)C. Product: [O:11]=[CH:12][C:13]([C:32]1[CH:37]=[CH:36][CH:35]=[CH:34][CH:33]=1)([C:26]1[CH:27]=[CH:28][CH:29]=[CH:30][CH:31]=1)[CH2:14][NH:15][C:16](=[O:25])[O:17][CH2:18][C:19]1[CH:24]=[CH:23][CH:22]=[CH:21][CH:20]=1. The catalyst class is: 646. (6) Reactant: [Cl:1][C:2]1[N:10]=[C:9]2[C:5]([N:6]=[CH:7][N:8]2[CH:11]2[CH2:15][CH2:14][CH2:13][CH2:12]2)=[C:4](Cl)[N:3]=1.[CH3:17][O:18][C:19]1[CH:26]=[CH:25][CH:24]=[CH:23][C:20]=1[CH2:21][NH2:22]. Product: [Cl:1][C:2]1[N:10]=[C:9]2[C:5]([N:6]=[CH:7][N:8]2[CH:11]2[CH2:15][CH2:14][CH2:13][CH2:12]2)=[C:4]([NH:22][CH2:21][C:20]2[CH:23]=[CH:24][CH:25]=[CH:26][C:19]=2[O:18][CH3:17])[N:3]=1. The catalyst class is: 66. (7) Reactant: [F:1][C:2]([F:36])([F:35])[C:3]1[CH:34]=[CH:33][C:6]([CH2:7][N:8]2[C:31](=[O:32])[N:11]3[N:12]=[C:13](Cl)[C:14]([C:23]4[CH:28]=[CH:27][C:26]([Cl:29])=[CH:25][CH:24]=4)=[C:15]([C:16]4[CH:21]=[CH:20][C:19]([Cl:22])=[CH:18][CH:17]=4)[C:10]3=[N:9]2)=[CH:5][CH:4]=1.[CH3:37][NH2:38]. Product: [F:1][C:2]([F:36])([F:35])[C:3]1[CH:4]=[CH:5][C:6]([CH2:7][N:8]2[C:31](=[O:32])[N:11]3[N:12]=[C:13]([NH:38][CH3:37])[C:14]([C:23]4[CH:24]=[CH:25][C:26]([Cl:29])=[CH:27][CH:28]=4)=[C:15]([C:16]4[CH:21]=[CH:20][C:19]([Cl:22])=[CH:18][CH:17]=4)[C:10]3=[N:9]2)=[CH:33][CH:34]=1. The catalyst class is: 20. (8) Reactant: [CH2:1]([O:3][C:4]([CH:6]1[CH2:10][CH2:9][N:8]([C:11](=[O:19])[C:12]2[CH:17]=[CH:16][C:15]([F:18])=[CH:14][CH:13]=2)[CH2:7]1)=[O:5])[CH3:2].C[Si]([N-][Si](C)(C)C)(C)C.[Li+].[I:30][CH2:31]I. Product: [CH2:1]([O:3][C:4]([C:6]1([CH2:31][I:30])[CH2:10][CH2:9][N:8]([C:11](=[O:19])[C:12]2[CH:13]=[CH:14][C:15]([F:18])=[CH:16][CH:17]=2)[CH2:7]1)=[O:5])[CH3:2]. The catalyst class is: 7. (9) Product: [Br:1][C:2]1[CH:7]=[C:6]([N+:8]([O-:10])=[O:9])[CH:5]=[C:4]([O:11][CH:15]([F:20])[F:19])[CH:3]=1. Reactant: [Br:1][C:2]1[CH:3]=[C:4]([OH:11])[CH:5]=[C:6]([N+:8]([O-:10])=[O:9])[CH:7]=1.[OH-].[Na+].Cl[C:15]([F:20])([F:19])C([O-])=O.[Na+]. The catalyst class is: 3. (10) Reactant: [H-].[Na+].[F:3][C:4]1[CH:9]=[C:8]([F:10])[CH:7]=[CH:6][C:5]=1[OH:11].Cl[C:13]1[CH:18]=[C:17]([N+:19]([O-:21])=[O:20])[C:16]([CH3:22])=[CH:15][N+:14]=1[O-:23]. Product: [F:3][C:4]1[CH:9]=[C:8]([F:10])[CH:7]=[CH:6][C:5]=1[O:11][C:13]1[CH:18]=[C:17]([N+:19]([O-:21])=[O:20])[C:16]([CH3:22])=[CH:15][N+:14]=1[O-:23]. The catalyst class is: 1.